This data is from Forward reaction prediction with 1.9M reactions from USPTO patents (1976-2016). The task is: Predict the product of the given reaction. (1) Given the reactants [Br:1][C:2]1[CH:14]=[CH:13][C:5]([CH2:6][O:7][CH2:8][C@@H:9]([CH3:12])[CH2:10][OH:11])=[CH:4][CH:3]=1.N1C=CN=C1.[CH:20]([Si:23]([CH:28]([CH3:30])[CH3:29])([CH:25]([CH3:27])[CH3:26])Cl)([CH3:22])[CH3:21], predict the reaction product. The product is: [Br:1][C:2]1[CH:3]=[CH:4][C:5]([CH2:6][O:7][CH2:8][C@@H:9]([CH3:12])[CH2:10][O:11][Si:23]([CH:28]([CH3:30])[CH3:29])([CH:25]([CH3:27])[CH3:26])[CH:20]([CH3:22])[CH3:21])=[CH:13][CH:14]=1. (2) The product is: [CH3:1][O:2][C:3]1[CH:4]=[CH:5][C:6]2[N:11]=[CH:10][C:9](=[O:12])[N:8]([CH2:29][C@@H:30]3[CH2:31][O:32]3)[C:7]=2[N:13]=1. Given the reactants [CH3:1][O:2][C:3]1[CH:4]=[CH:5][C:6]2[N:11]=[CH:10][C:9](=[O:12])[NH:8][C:7]=2[N:13]=1.[H-].[Na+].[N+](C1C=C(S(O[CH2:29][C@H:30]2[O:32][CH2:31]2)(=O)=O)C=CC=1)([O-])=O.O, predict the reaction product. (3) Given the reactants [OH:1][C@H:2]([CH3:9])[CH2:3][C:4]([O:6][CH2:7][CH3:8])=[O:5].[Si:10](Cl)([C:13]([CH3:16])([CH3:15])[CH3:14])([CH3:12])[CH3:11].N1C=CN=C1, predict the reaction product. The product is: [O:1]([C@H:2]([CH3:9])[CH2:3][C:4]([O:6][CH2:7][CH3:8])=[O:5])[Si:10]([C:13]([CH3:16])([CH3:15])[CH3:14])([CH3:12])[CH3:11]. (4) Given the reactants Br[C:2]1[CH:3]=[C:4]([CH:25]=[CH:26][N:27]=1)[C:5]([NH:7][C:8]1[S:9][C:10]2[C:16]([N:17]3[CH2:22][CH2:21][O:20][CH2:19][CH2:18]3)=[CH:15][CH:14]=[C:13]([O:23][CH3:24])[C:11]=2[N:12]=1)=[O:6].C(=O)([O-])[O-].[Cs+].[Cs+].[CH3:34][N:35]1[CH2:40][CH2:39][NH:38][CH2:37][CH2:36]1, predict the reaction product. The product is: [CH3:24][O:23][C:13]1[C:11]2[N:12]=[C:8]([NH:7][C:5](=[O:6])[C:4]3[CH:25]=[CH:26][N:27]=[C:2]([N:38]4[CH2:39][CH2:40][N:35]([CH3:34])[CH2:36][CH2:37]4)[CH:3]=3)[S:9][C:10]=2[C:16]([N:17]2[CH2:22][CH2:21][O:20][CH2:19][CH2:18]2)=[CH:15][CH:14]=1. (5) Given the reactants [Cl:1][C:2]1[CH:7]=[C:6]([Cl:8])[CH:5]=[CH:4][C:3]=1[C:9]1[N:10]=[C:11]([C:23]([O:25]CC)=O)[N:12]([CH3:22])[C:13]=1[C:14]1[CH:19]=[CH:18][C:17]([Cl:20])=[CH:16][C:15]=1[Cl:21].[NH2:28][N:29]1[CH2:34][CH2:33][CH2:32][CH2:31][CH2:30]1, predict the reaction product. The product is: [N:29]1([NH:28][C:23]([C:11]2[N:12]([CH3:22])[C:13]([C:14]3[CH:19]=[CH:18][C:17]([Cl:20])=[CH:16][C:15]=3[Cl:21])=[C:9]([C:3]3[CH:4]=[CH:5][C:6]([Cl:8])=[CH:7][C:2]=3[Cl:1])[N:10]=2)=[O:25])[CH2:34][CH2:33][CH2:32][CH2:31][CH2:30]1. (6) Given the reactants Br[C:2]1[CH:9]=[CH:8][C:5]([C:6]#[N:7])=[C:4]([CH3:10])[CH:3]=1.C([Li])[CH2:12][CH2:13][CH3:14].[B:16](OC(C)C)([O:21]C(C)C)[O:17][CH:18](C)C.Cl.O1CCC[CH2:31]1, predict the reaction product. The product is: [CH3:31][C:13]1([CH3:14])[CH2:12][O:21][B:16]([C:2]2[CH:9]=[CH:8][C:5]([C:6]#[N:7])=[C:4]([CH3:10])[CH:3]=2)[O:17][CH2:18]1. (7) Given the reactants [Cl:1][C:2]1[CH:3]=[CH:4][C:5]2[S:9][CH:8]=[C:7]([CH2:10][C:11]#[N:12])[C:6]=2[CH:13]=1.[C:14](O[C:14]([O:16][C:17]([CH3:20])([CH3:19])[CH3:18])=[O:15])([O:16][C:17]([CH3:20])([CH3:19])[CH3:18])=[O:15].[BH4-].[Na+], predict the reaction product. The product is: [Cl:1][C:2]1[CH:3]=[CH:4][C:5]2[S:9][CH:8]=[C:7]([CH2:10][CH2:11][NH:12][C:14](=[O:15])[O:16][C:17]([CH3:20])([CH3:19])[CH3:18])[C:6]=2[CH:13]=1.